This data is from Full USPTO retrosynthesis dataset with 1.9M reactions from patents (1976-2016). The task is: Predict the reactants needed to synthesize the given product. (1) The reactants are: [CH3:1][C:2]1[S:3][C:4]([C:11]([OH:13])=O)=[C:5]([C:7]([F:10])([F:9])[F:8])[N:6]=1.C1(N=C=NC2CCCCC2)CCCCC1.ON1C2C=CC=CC=2N=N1.[Cl:39][C:40]1[CH:41]=[C:42]([C:47]2[C:48]([NH2:53])=[N:49][CH:50]=[N:51][CH:52]=2)[CH:43]=[CH:44][C:45]=1[Cl:46]. Given the product [Cl:39][C:40]1[CH:41]=[C:42]([C:47]2[C:48]([NH:53][C:11]([C:4]3[S:3][C:2]([CH3:1])=[N:6][C:5]=3[C:7]([F:8])([F:9])[F:10])=[O:13])=[N:49][CH:50]=[N:51][CH:52]=2)[CH:43]=[CH:44][C:45]=1[Cl:46], predict the reactants needed to synthesize it. (2) Given the product [C:1]([O:5][CH2:6][CH2:7][CH2:8][CH3:9])(=[O:4])[CH:2]=[CH2:3].[C:10]([OH:14])(=[O:13])[CH:11]=[CH2:12], predict the reactants needed to synthesize it. The reactants are: [C:1]([O:5][CH2:6][CH2:7][CH2:8][CH3:9])(=[O:4])[CH:2]=[CH2:3].[C:10]([OH:14])(=[O:13])[CH:11]=[CH2:12].CC(N=NC(C#N)(C)C)(C#N)C. (3) Given the product [Br:1][C:2]1[C:3]2[C:4](=[O:5])[N:6]3[CH2:11][CH2:10][N:9]([C:12]([O:14][C:15]([CH3:18])([CH3:17])[CH3:16])=[O:13])[CH2:8][CH:7]3[CH2:19][O:20][C:21]=2[CH:22]=[CH:23][CH:24]=1, predict the reactants needed to synthesize it. The reactants are: [Br:1][C:2]1[CH:24]=[CH:23][CH:22]=[C:21](F)[C:3]=1[C:4]([N:6]1[CH2:11][CH2:10][N:9]([C:12]([O:14][C:15]([CH3:18])([CH3:17])[CH3:16])=[O:13])[CH2:8][CH:7]1[CH2:19][OH:20])=[O:5].[H-].[Na+].O. (4) Given the product [N:27]1([CH2:26][CH2:25][O:1][C:2]2[CH:3]=[CH:4][C:5]3[C:6]4[N:7]([CH2:21][CH2:22][N:23]=4)[C:8]([NH:12][C:13](=[O:20])[C:14]4[CH:19]=[CH:18][CH:17]=[N:16][CH:15]=4)=[N:9][C:10]=3[CH:11]=2)[CH:31]=[CH:30][CH:29]=[CH:28]1, predict the reactants needed to synthesize it. The reactants are: [OH:1][C:2]1[CH:3]=[CH:4][C:5]2[C:6]3[N:7]([CH2:21][CH2:22][N:23]=3)[C:8]([NH:12][C:13](=[O:20])[C:14]3[CH:19]=[CH:18][CH:17]=[N:16][CH:15]=3)=[N:9][C:10]=2[CH:11]=1.Br[CH2:25][CH2:26][N:27]1[CH:31]=[CH:30][CH:29]=[CH:28]1.C(=O)([O-])[O-].[K+].[K+]. (5) Given the product [CH3:2][O:3][C:4]1[C:5]2[NH:10][C:16]3[CH2:17][CH2:18][N:13]([CH3:12])[CH2:14][C:15]=3[C:6]=2[CH:7]=[CH:8][CH:9]=1, predict the reactants needed to synthesize it. The reactants are: Cl.[CH3:2][O:3][C:4]1[CH:9]=[CH:8][CH:7]=[CH:6][C:5]=1[NH:10]N.[CH3:12][N:13]1[CH2:18][CH2:17][C:16](=O)[CH2:15][CH2:14]1.Cl.